Task: Predict the reactants needed to synthesize the given product.. Dataset: Full USPTO retrosynthesis dataset with 1.9M reactions from patents (1976-2016) (1) Given the product [CH3:11][S:8]([NH:7][CH2:6][C:5]1[CH:12]=[CH:13][C:2]([NH:1][C:21](=[O:22])[O:20][C:14]2[CH:19]=[CH:18][CH:17]=[CH:16][CH:15]=2)=[CH:3][CH:4]=1)(=[O:10])=[O:9], predict the reactants needed to synthesize it. The reactants are: [NH2:1][C:2]1[CH:13]=[CH:12][C:5]([CH2:6][NH:7][S:8]([CH3:11])(=[O:10])=[O:9])=[CH:4][CH:3]=1.[C:14]1([O:20][C:21](Cl)=[O:22])[CH:19]=[CH:18][CH:17]=[CH:16][CH:15]=1.N1C=CC=CC=1. (2) The reactants are: [CH3:1][O:2][C:3]1[CH:8]=[CH:7][CH:6]=[CH:5][C:4]=1[C:9]1[C:17]2[C:12](=[N:13][CH:14]=[C:15]([C:18]3[CH:19]=[C:20]([CH:24]([OH:27])[CH2:25][OH:26])[CH:21]=[CH:22][CH:23]=3)[CH:16]=2)[N:11](COCC[Si](C)(C)C)[N:10]=1.FC(F)(F)C(O)=O. Given the product [CH3:1][O:2][C:3]1[CH:8]=[CH:7][CH:6]=[CH:5][C:4]=1[C:9]1[C:17]2[C:12](=[N:13][CH:14]=[C:15]([C:18]3[CH:19]=[C:20]([CH:24]([OH:27])[CH2:25][OH:26])[CH:21]=[CH:22][CH:23]=3)[CH:16]=2)[NH:11][N:10]=1, predict the reactants needed to synthesize it. (3) The reactants are: [ClH:1].[CH2:2]1[C:14]2[C:13]3[CH:12]=[CH:11][CH:10]=[CH:9][C:8]=3[N:7]([CH2:15][C:16]([O:18][CH2:19][CH3:20])=[O:17])[C:6]=2[CH2:5][CH2:4][NH:3]1.[C:21]1(NN)C=CC=CC=1. Given the product [ClH:1].[CH3:21][C:10]1[CH:11]=[CH:12][C:13]2[C:14]3[CH2:2][NH:3][CH2:4][CH2:5][C:6]=3[N:7]([CH2:15][C:16]([O:18][CH2:19][CH3:20])=[O:17])[C:8]=2[CH:9]=1, predict the reactants needed to synthesize it. (4) Given the product [C:15]([C:4]1[CH:3]=[C:2]([NH2:1])[N:6]([C:7]2[CH:12]=[CH:11][C:10]([CH2:13][O:14][Si:28]([C:25]([CH3:27])([CH3:26])[CH3:24])([CH3:30])[CH3:29])=[CH:9][CH:8]=2)[N:5]=1)([CH3:18])([CH3:17])[CH3:16], predict the reactants needed to synthesize it. The reactants are: [NH2:1][C:2]1[N:6]([C:7]2[CH:12]=[CH:11][C:10]([CH2:13][OH:14])=[CH:9][CH:8]=2)[N:5]=[C:4]([C:15]([CH3:18])([CH3:17])[CH3:16])[CH:3]=1.N1C=CN=C1.[CH3:24][C:25]([Si:28](Cl)([CH3:30])[CH3:29])([CH3:27])[CH3:26]. (5) Given the product [Cl:1][C:2]1[CH:3]=[N:4][C:5]2[C:10]([C:11]=1/[CH:12]=[CH:13]\[C:14]13[CH2:15][CH2:16][C:17]([NH2:29])([CH2:20][CH2:21]1)[CH2:18][CH2:19]3)=[N:9][C:8]([O:25][CH3:26])=[CH:7][CH:6]=2, predict the reactants needed to synthesize it. The reactants are: [Cl:1][C:2]1[CH:3]=[N:4][C:5]2[C:10]([C:11]=1/[CH:12]=[CH:13]\[C:14]13[CH2:21][CH2:20][C:17](C(O)=O)([CH2:18][CH2:19]1)[CH2:16][CH2:15]3)=[N:9][C:8]([O:25][CH3:26])=[CH:7][CH:6]=2.C([N:29](CC)CC)C.C1(P(N=[N+]=[N-])(C2C=CC=CC=2)=O)C=CC=CC=1. (6) Given the product [Cl:1][C:2]1[CH:3]=[CH:4][C:5]([N:10]2[CH2:14][CH2:13][CH2:12][CH2:11]2)=[C:6]([CH2:7][N:18]2[CH2:17][CH2:16][N:15]([C:21]([O:23][C:24]([CH3:27])([CH3:26])[CH3:25])=[O:22])[CH2:20][CH2:19]2)[CH:9]=1, predict the reactants needed to synthesize it. The reactants are: [Cl:1][C:2]1[CH:3]=[CH:4][C:5]([N:10]2[CH2:14][CH2:13][CH2:12][CH2:11]2)=[C:6]([CH:9]=1)[CH:7]=O.[N:15]1([C:21]([O:23][C:24]([CH3:27])([CH3:26])[CH3:25])=[O:22])[CH2:20][CH2:19][NH:18][CH2:17][CH2:16]1.C(O[BH-](OC(=O)C)OC(=O)C)(=O)C.[Na+]. (7) Given the product [F:15][C:16]1[CH:17]=[CH:18][C:19]([CH2:20][N:21]2[CH2:25][CH2:24][N:23]([C:26]3[CH:27]=[C:28]([CH:32]=[CH:33][N:34]=3)[C:29]([NH:14][CH2:13][C:12]3[S:8][CH:9]=[N:10][CH:11]=3)=[O:30])[C:22]2=[O:35])=[CH:36][CH:37]=1, predict the reactants needed to synthesize it. The reactants are: O1C=C(CN)N=C1.[S:8]1[C:12]([CH2:13][NH2:14])=[CH:11][N:10]=[CH:9]1.[F:15][C:16]1[CH:37]=[CH:36][C:19]([CH2:20][N:21]2[CH2:25][CH2:24][N:23]([C:26]3[CH:27]=[C:28]([CH:32]=[CH:33][N:34]=3)[C:29](O)=[O:30])[C:22]2=[O:35])=[CH:18][CH:17]=1. (8) Given the product [OH:20][CH:17]1[CH:14]2[O:15][CH2:16][CH:12]([N:23]3[C:24](=[O:31])[C:25]4[C:30](=[CH:29][CH:28]=[CH:27][CH:26]=4)[C:22]3=[O:21])[CH:13]2[O:19][CH2:18]1, predict the reactants needed to synthesize it. The reactants are: CC1C=CC(S(O[CH:12]2[CH2:16][O:15][CH:14]3[CH:17]([OH:20])[CH2:18][O:19][CH:13]23)(=O)=O)=CC=1.[O:21]=[C:22]1[C:30]2[C:25](=[CH:26][CH:27]=[CH:28][CH:29]=2)[C:24](=[O:31])[N:23]1[K].O. (9) Given the product [O:1]=[CH:2][C@@H:3]([C@H:5]([C@@H:7]([C@@H:9]([CH2:11][OH:12])[OH:10])[OH:8])[OH:6])[OH:4].[OH2:25], predict the reactants needed to synthesize it. The reactants are: [O:1]=[CH:2][C@@H:3]([C@H:5]([C@@H:7]([C@@H:9]([CH2:11][OH:12])[OH:10])[OH:8])[OH:6])[OH:4].C(O)[C@H]1OC(O)[C@H](O)[C@@H](O)[C@@H]1O.[OH2:25].OCC([C@H]([C@@H]([C@@H](CO)O)O)O)=O.OC1O[C@H](CO)[C@@H](O[C@@H]2O[C@H](CO)[C@H](O)[C@H](O)[C@H]2O)[C@H](O)[C@H]1O.C(O)[C@H]1O[C@H](O[C@@H]([C@H](O)[C@@H](O)CO)[C@H](O)CO)[C@H](O)[C@@H](O)[C@@H]1O.C(O)[C@@H]([C@H]([C@@H](CO)O)O)O.OC[C@@H]([C@H]([C@@H]([C@@H](CO)O)O)O)O.C(O)[C@H]([C@H]([C@@H]([C@@H](CO)O)O)O)O.C(O)[C@@H]([C@@H](CO)O)O.